From a dataset of Full USPTO retrosynthesis dataset with 1.9M reactions from patents (1976-2016). Predict the reactants needed to synthesize the given product. (1) Given the product [C:1]1([CH:7]([C:38]2[CH:43]=[CH:42][CH:41]=[CH:40][CH:39]=2)[N:8]2[CH:13]=[CH:12][CH:11]=[C:10]([C:14]([NH:16][C@@H:17]([CH2:25][CH2:26][CH2:27][N:28]=[C:29]([NH:30][C:31]([O:33][CH2:34][CH3:35])=[O:32])[NH:47][CH:44]([CH3:46])[CH3:45])[C:18]([O:20][C:21]([CH3:24])([CH3:23])[CH3:22])=[O:19])=[O:15])[C:9]2=[O:37])[CH:6]=[CH:5][CH:4]=[CH:3][CH:2]=1, predict the reactants needed to synthesize it. The reactants are: [C:1]1([CH:7]([C:38]2[CH:43]=[CH:42][CH:41]=[CH:40][CH:39]=2)[N:8]2[CH:13]=[CH:12][CH:11]=[C:10]([C:14]([NH:16][C@@H:17]([CH2:25][CH2:26][CH2:27][NH:28][C:29](=S)[NH:30][C:31]([O:33][CH2:34][CH3:35])=[O:32])[C:18]([O:20][C:21]([CH3:24])([CH3:23])[CH3:22])=[O:19])=[O:15])[C:9]2=[O:37])[CH:6]=[CH:5][CH:4]=[CH:3][CH:2]=1.[CH:44]([NH2:47])([CH3:46])[CH3:45].CCN(C(C)C)C(C)C.CCN=C=NCCCN(C)C. (2) Given the product [OH:8][CH2:9][CH2:10][O:11][C:12]1[CH:13]=[CH:14][C:15]([C:28]2[NH:37][C:36](=[O:38])[C:35]3[C:30](=[CH:31][C:32]([O:41][CH3:42])=[CH:33][C:34]=3[O:39][CH3:40])[N:29]=2)=[N:16][C:17]=1[C:18]1[CH:23]=[CH:22][CH:21]=[C:20]([S:24]([CH3:27])(=[O:26])=[O:25])[CH:19]=1, predict the reactants needed to synthesize it. The reactants are: [Si]([O:8][CH2:9][CH2:10][O:11][C:12]1[CH:13]=[CH:14][C:15]([C:28]2[NH:37][C:36](=[O:38])[C:35]3[C:30](=[CH:31][C:32]([O:41][CH3:42])=[CH:33][C:34]=3[O:39][CH3:40])[N:29]=2)=[N:16][C:17]=1[C:18]1[CH:23]=[CH:22][CH:21]=[C:20]([S:24]([CH3:27])(=[O:26])=[O:25])[CH:19]=1)(C(C)(C)C)(C)C.[F-].C([N+](CCCC)(CCCC)CCCC)CCC.